From a dataset of Forward reaction prediction with 1.9M reactions from USPTO patents (1976-2016). Predict the product of the given reaction. (1) Given the reactants [CH3:1][N:2]([CH2:4][C:5]1[CH:36]=[CH:35][C:8]([CH2:9][N:10]2[CH2:15][CH2:14][CH:13]([CH2:16][CH2:17][N:18]3[C:26]([O:27]C)=[N:25][C:24]4[C:19]3=[N:20][C:21]([O:30][CH2:31][CH2:32][O:33][CH3:34])=[N:22][C:23]=4[NH2:29])[CH2:12][CH2:11]2)=[CH:7][CH:6]=1)[CH3:3].CO.Cl.N, predict the reaction product. The product is: [NH2:29][C:23]1[N:22]=[C:21]([O:30][CH2:31][CH2:32][O:33][CH3:34])[N:20]=[C:19]2[C:24]=1[NH:25][C:26](=[O:27])[N:18]2[CH2:17][CH2:16][CH:13]1[CH2:14][CH2:15][N:10]([CH2:9][C:8]2[CH:7]=[CH:6][C:5]([CH2:4][N:2]([CH3:1])[CH3:3])=[CH:36][CH:35]=2)[CH2:11][CH2:12]1. (2) Given the reactants C[O:2][C:3](=[O:30])[CH2:4][CH2:5][CH2:6][CH2:7][CH2:8][O:9][C:10]1[CH:11]=[CH:12][C:13]2[N:17]=[C:16]([S:18][CH2:19][CH2:20][CH3:21])[N:15]([C:22]3[CH:27]=[CH:26][C:25]([CH3:28])=[CH:24][CH:23]=3)[C:14]=2[CH:29]=1.[OH-].[Li+], predict the reaction product. The product is: [CH3:28][C:25]1[CH:26]=[CH:27][C:22]([N:15]2[C:14]3[CH:29]=[C:10]([O:9][CH2:8][CH2:7][CH2:6][CH2:5][CH2:4][C:3]([OH:30])=[O:2])[CH:11]=[CH:12][C:13]=3[N:17]=[C:16]2[S:18][CH2:19][CH2:20][CH3:21])=[CH:23][CH:24]=1. (3) The product is: [NH2:1][C:2]1[C:3]([C:23]2[CH:35]=[CH:34][C:26]([C:27]([OH:29])=[O:28])=[C:25]([F:36])[CH:24]=2)=[N:4][C:5]([C@H:8]2[CH2:13][CH2:12][C@H:11]([OH:14])[C@@H:10]([F:22])[CH2:9]2)=[CH:6][N:7]=1. Given the reactants [NH2:1][C:2]1[C:3]([C:23]2[CH:35]=[CH:34][C:26]([C:27]([O:29]C(C)(C)C)=[O:28])=[C:25]([F:36])[CH:24]=2)=[N:4][C:5]([C@H:8]2[CH2:13][CH2:12][C@H:11]([O:14][Si](C(C)(C)C)(C)C)[C@@H:10]([F:22])[CH2:9]2)=[CH:6][N:7]=1.Cl.[OH-].[Na+], predict the reaction product. (4) The product is: [CH:39]([NH:3][C:4]1[CH:36]=[CH:35][C:7]([O:8][C:9]2[CH:10]=[CH:11][C:12]3[N:16]=[C:15]([CH2:17][O:18][C:19]4[CH:32]=[CH:31][C:22]([CH2:23][CH:24]5[S:28][C:27](=[O:29])[NH:26][C:25]5=[O:30])=[CH:21][CH:20]=4)[N:14]([CH3:33])[C:13]=3[CH:34]=2)=[CH:6][CH:5]=1)([CH3:41])[CH3:40]. Given the reactants Cl.Cl.[NH2:3][C:4]1[CH:36]=[CH:35][C:7]([O:8][C:9]2[CH:10]=[CH:11][C:12]3[N:16]=[C:15]([CH2:17][O:18][C:19]4[CH:32]=[CH:31][C:22]([CH2:23][CH:24]5[S:28][C:27](=[O:29])[NH:26][C:25]5=[O:30])=[CH:21][CH:20]=4)[N:14]([CH3:33])[C:13]=3[CH:34]=2)=[CH:6][CH:5]=1.Cl.Cl.[CH:39](NC1C=C(C=CC=1)OC1C=CC2N=C(COC3C=CC(CC4SC(=O)NC4=O)=CC=3)N(C)C=2C=1)([CH3:41])[CH3:40], predict the reaction product. (5) Given the reactants C(NNC(=O)C1C=CC=CC=1)(=O)C.[CH3:14][O:15][C:16]1[CH:25]=[CH:24][C:19]([C:20]([NH:22][NH2:23])=[O:21])=[CH:18][CH:17]=1.[N:26]([C:29](Cl)=[O:30])([CH3:28])[CH3:27], predict the reaction product. The product is: [CH3:27][N:26]([CH3:28])[C:29]([NH:23][NH:22][C:20](=[O:21])[C:19]1[CH:18]=[CH:17][C:16]([O:15][CH3:14])=[CH:25][CH:24]=1)=[O:30].